Predict which catalyst facilitates the given reaction. From a dataset of Catalyst prediction with 721,799 reactions and 888 catalyst types from USPTO. Reactant: [Cl:1][C:2]1[CH:7]=[CH:6][C:5]([Cl:8])=[CH:4][C:3]=1[S:9](Cl)(=[O:11])=[O:10].N1C=CC=CC=1.[NH2:19][C:20]1[CH:21]=[CH:22][C:23]2[O:27][C:26]([CH3:28])=[N:25][C:24]=2[CH:29]=1.C([O-])(O)=O.[Na+]. Product: [Cl:1][C:2]1[CH:7]=[CH:6][C:5]([Cl:8])=[CH:4][C:3]=1[S:9]([NH:19][C:20]1[CH:21]=[CH:22][C:23]2[O:27][C:26]([CH3:28])=[N:25][C:24]=2[CH:29]=1)(=[O:11])=[O:10]. The catalyst class is: 4.